From a dataset of Experimentally validated miRNA-target interactions with 360,000+ pairs, plus equal number of negative samples. Binary Classification. Given a miRNA mature sequence and a target amino acid sequence, predict their likelihood of interaction. The miRNA is hsa-miR-376a-5p with sequence GUAGAUUCUCCUUCUAUGAGUA. The protein sequence of the target gene is MSNLKPDGEHGGSTGTGSGAGSGGALEEEVRTLFVSGLPVDIKPRELYLLFRPFKGYEGSLIKLTARQPVGFVIFDSRAGAEAAKNALNGIRFDPENPQTLRLEFAKANTKMAKSKLMATPNPSNVHPALGAHFIARDPYDLMGAALIPASPEAWAPYPLYTTELTPAISHAAFTYPTATAAAAALHAQVRWYPSSDTTQQGWKYRQFC. Result: 0 (no interaction).